Task: Predict the reactants needed to synthesize the given product.. Dataset: Full USPTO retrosynthesis dataset with 1.9M reactions from patents (1976-2016) (1) Given the product [CH3:1][C:2]1[C:6]([C:7]2[C:16]3[O:15][CH:14]([C:17]([OH:19])=[O:18])[CH:13]([C:22]4[CH:27]=[CH:26][CH:25]=[CH:24][CH:23]=4)[N:12]4[C:28](=[O:30])[NH:29][C:10]([C:11]=34)=[CH:9][CH:8]=2)=[C:5]([CH3:31])[O:4][N:3]=1, predict the reactants needed to synthesize it. The reactants are: [CH3:1][C:2]1[C:6]([C:7]2[C:16]3[O:15][CH:14]([C:17]([O:19]CC)=[O:18])[CH:13]([C:22]4[CH:27]=[CH:26][CH:25]=[CH:24][CH:23]=4)[N:12]4[C:28](=[O:30])[NH:29][C:10]([C:11]=34)=[CH:9][CH:8]=2)=[C:5]([CH3:31])[O:4][N:3]=1.O.[OH-].[Li+]. (2) The reactants are: [C:1]([O:5][C:6]([NH:8][CH2:9][CH2:10][CH2:11][CH2:12][CH2:13][C:14]([OH:16])=O)=[O:7])([CH3:4])([CH3:3])[CH3:2].ClC(N(C)C)=C(C)C.[F:25][C:26]1[CH:31]=[CH:30][C:29]([N+:32]([O-:34])=[O:33])=[CH:28][C:27]=1[NH2:35]. Given the product [F:25][C:26]1[CH:31]=[CH:30][C:29]([N+:32]([O-:34])=[O:33])=[CH:28][C:27]=1[NH:35][C:14](=[O:16])[CH2:13][CH2:12][CH2:11][CH2:10][CH2:9][NH:8][C:6](=[O:7])[O:5][C:1]([CH3:2])([CH3:3])[CH3:4], predict the reactants needed to synthesize it. (3) Given the product [NH2:15][C:9]1[CH:8]=[CH:7][C:6]([CH2:5][N:3]([CH:1]=[O:2])[CH3:4])=[CH:14][C:10]=1[C:11]([OH:13])=[O:12], predict the reactants needed to synthesize it. The reactants are: [CH:1]([N:3]([CH2:5][C:6]1[CH:7]=[CH:8][C:9]([N+:15]([O-])=O)=[C:10]([CH:14]=1)[C:11]([OH:13])=[O:12])[CH3:4])=[O:2].[OH-].[Na+].[H][H]. (4) Given the product [Cl:30][C:31]1[N:35]2[CH:36]=[C:37]([C:44]3[CH:48]=[CH:47][O:46][CH:45]=3)[CH:38]=[C:39]([C:40]([F:42])([F:41])[F:43])[C:34]2=[N:33][C:32]=1[C:49]([N:11]1[CH2:12][CH2:13][C@@H:14]([N:15]2[CH2:19][CH2:18][CH2:17][C:16]2=[O:20])[C@H:9]([OH:8])[CH2:10]1)=[O:50], predict the reactants needed to synthesize it. The reactants are: OC(C(F)(F)F)=O.[OH:8][C@H:9]1[C@H:14]([N:15]2[CH2:19][CH2:18][CH2:17][C:16]2=[O:20])[CH2:13][CH2:12][NH:11][CH2:10]1.CCN(C(C)C)C(C)C.[Cl:30][C:31]1[N:35]2[CH:36]=[C:37]([C:44]3[CH:48]=[CH:47][O:46][CH:45]=3)[CH:38]=[C:39]([C:40]([F:43])([F:42])[F:41])[C:34]2=[N:33][C:32]=1[C:49](O)=[O:50].CN(C(ON1N=NC2C=CC=NC1=2)=[N+](C)C)C.F[P-](F)(F)(F)(F)F. (5) Given the product [CH2:25]([NH:29][C:10](=[O:12])[CH2:9][O:8][C@@H:6]1[CH2:7][C@H:2]([CH3:1])[CH2:3][CH2:4][C@H:5]1[C:13]([CH3:15])=[CH2:14])[CH:26]([CH3:28])[CH3:27], predict the reactants needed to synthesize it. The reactants are: [CH3:1][C@H:2]1[CH2:7][C@@H:6]([O:8][CH2:9][C:10]([OH:12])=O)[C@H:5]([C:13]([CH3:15])=[CH2:14])[CH2:4][CH2:3]1.[I-].ClC1C=CC=C[N+]=1C.[CH2:25]([NH2:29])[CH:26]([CH3:28])[CH3:27].C(N(CC)CC)C. (6) The reactants are: [CH3:1][N:2]([C@@H:10]([CH3:39])[C:11]([NH:13][C@H:14]([C:18]([N:20]1[CH2:25][CH2:24][NH:23][CH2:22][C@H:21]1[C:26]([NH:28][C@H:29]1[C:38]2[C:33](=[CH:34][CH:35]=[CH:36][CH:37]=2)[CH2:32][CH2:31][CH2:30]1)=[O:27])=[O:19])[CH:15]([CH3:17])[CH3:16])=[O:12])[C:3](=[O:9])[O:4][C:5]([CH3:8])([CH3:7])[CH3:6].CCN(C(C)C)C(C)C.[C:49]1([S:55](Cl)(=[O:57])=[O:56])[CH:54]=[CH:53][CH:52]=[CH:51][CH:50]=1. Given the product [CH3:1][N:2]([C@@H:10]([CH3:39])[C:11]([NH:13][C@H:14]([C:18]([N:20]1[CH2:25][CH2:24][N:23]([S:55]([C:49]2[CH:54]=[CH:53][CH:52]=[CH:51][CH:50]=2)(=[O:57])=[O:56])[CH2:22][C@H:21]1[C:26]([NH:28][C@H:29]1[C:38]2[C:33](=[CH:34][CH:35]=[CH:36][CH:37]=2)[CH2:32][CH2:31][CH2:30]1)=[O:27])=[O:19])[CH:15]([CH3:17])[CH3:16])=[O:12])[C:3](=[O:9])[O:4][C:5]([CH3:7])([CH3:8])[CH3:6], predict the reactants needed to synthesize it. (7) Given the product [F:1][C:2]([CH:3]1[CH2:8][CH2:7][N:6]([C:9]([O:11][C:12]([CH3:13])([CH3:14])[CH3:15])=[O:10])[CH2:5][CH2:4]1)([S:16]([C:19]1[CH:20]=[N:21][C:22]([O:25][CH3:26])=[CH:23][CH:24]=1)(=[O:17])=[O:18])[CH3:27], predict the reactants needed to synthesize it. The reactants are: [F:1][CH:2]([S:16]([C:19]1[CH:20]=[N:21][C:22]([O:25][CH3:26])=[CH:23][CH:24]=1)(=[O:18])=[O:17])[CH:3]1[CH2:8][CH2:7][N:6]([C:9]([O:11][C:12]([CH3:15])([CH3:14])[CH3:13])=[O:10])[CH2:5][CH2:4]1.[CH3:27][Si]([N-][Si](C)(C)C)(C)C.[Na+].IC.